This data is from Forward reaction prediction with 1.9M reactions from USPTO patents (1976-2016). The task is: Predict the product of the given reaction. (1) Given the reactants Br[CH2:2][CH2:3][CH2:4][O:5][C:6]1[CH:11]=[CH:10][C:9]([C:12]2[C:16]3[CH:17]=[CH:18][C:19]([F:21])=[CH:20][C:15]=3[O:14][N:13]=2)=[CH:8][CH:7]=1.[F:22][C:23]1[CH:30]=[CH:29][CH:28]=[CH:27][C:24]=1[CH2:25][NH2:26].C(=O)([O-])[O-].[K+].[K+].[I-].[K+], predict the reaction product. The product is: [F:21][C:19]1[CH:18]=[CH:17][C:16]2[C:12]([C:9]3[CH:10]=[CH:11][C:6]([O:5][CH2:4][CH2:3][CH2:2][NH:26][CH2:25][C:24]4[CH:27]=[CH:28][CH:29]=[CH:30][C:23]=4[F:22])=[CH:7][CH:8]=3)=[N:13][O:14][C:15]=2[CH:20]=1. (2) Given the reactants [Br:1][C:2]1[C:3]([Cl:17])=[C:4]2[C:9](=[C:10]([CH3:12])[CH:11]=1)[NH:8][C:7]([CH3:14])([CH3:13])[CH2:6][C:5]2(O)[CH3:15].C(=O)(O)[O-].[Na+], predict the reaction product. The product is: [Br:1][C:2]1[C:3]([Cl:17])=[C:4]2[C:9](=[C:10]([CH3:12])[CH:11]=1)[NH:8][C:7]([CH3:13])([CH3:14])[CH:6]=[C:5]2[CH3:15]. (3) Given the reactants N=C=N.[CH:4]([C:7]1[N:8]=[N:9][S:10][C:11]=1[C:12]1[CH:13]=[C:14]([CH:18]=[C:19]([C:21]2[CH:26]=[CH:25][C:24]([CH3:27])=[CH:23][N:22]=2)[CH:20]=1)[C:15](O)=[O:16])([CH3:6])[CH3:5].[CH3:28][C:29]1[N:30]=[CH:31][C:32]([CH2:35][NH2:36])=[N:33][CH:34]=1.CCN=C=NCCCN(C)C.C1C=CC2N(O)N=NC=2C=1, predict the reaction product. The product is: [CH:4]([C:7]1[N:8]=[N:9][S:10][C:11]=1[C:12]1[CH:13]=[C:14]([CH:18]=[C:19]([C:21]2[CH:26]=[CH:25][C:24]([CH3:27])=[CH:23][N:22]=2)[CH:20]=1)[C:15]([NH:36][CH2:35][C:32]1[CH:31]=[N:30][C:29]([CH3:28])=[CH:34][N:33]=1)=[O:16])([CH3:6])[CH3:5]. (4) Given the reactants [C:1]1([C@@H:7]([N:9]2[C@@H:14]([C:15]([O:17][CH2:18][CH3:19])=[O:16])[C@H:13]3[CH2:20][C@@H:10]2[CH:11]=[CH:12]3)[CH3:8])[CH:6]=[CH:5][CH:4]=[CH:3][CH:2]=1.[CH:21]1CCCC=C[CH:22]=1, predict the reaction product. The product is: [C:1]1([CH:7]([N:9]2[CH:14]([C:15]([O:17][CH2:18][CH3:19])=[O:16])[CH:13]3[CH:12]=[CH:11][CH:10]2[CH2:20][CH2:21][CH2:22]3)[CH3:8])[CH:2]=[CH:3][CH:4]=[CH:5][CH:6]=1.